From a dataset of Reaction yield outcomes from USPTO patents with 853,638 reactions. Predict the reaction yield, written as a fraction of the theoretical maximum amount of product (1.0 means a 100% yield; for example, 0.34 means a 34% yield). (1) The reactants are [N:1]1([CH:7]=[CH:8][C:9]([O:11][CH3:12])=[O:10])[CH2:6][CH2:5][CH2:4][CH2:3][CH2:2]1.N1C=CC=CC=1.[F:19][CH:20]([F:24])[C:21](F)=[O:22]. The catalyst is C1(C)C=CC=CC=1. The product is [F:19][CH:20]([F:24])[C:21](=[O:22])[C:8](=[CH:7][N:1]1[CH2:6][CH2:5][CH2:4][CH2:3][CH2:2]1)[C:9]([O:11][CH3:12])=[O:10]. The yield is 0.932. (2) The reactants are [Si:1]([O:8][C@@H:9]([CH2:28][O:29][CH3:30])[CH2:10][O:11][C:12]1[CH:13]=[CH:14][C:15]([NH:18][C:19]2[C:20](=[O:27])[N:21]([CH3:26])[N:22]=[C:23](Cl)[CH:24]=2)=[N:16][CH:17]=1)([C:4]([CH3:7])([CH3:6])[CH3:5])([CH3:3])[CH3:2].C([O:34][CH2:35][C:36]1[C:41](B2OC(C)(C)C(C)(C)O2)=[CH:40][CH:39]=[CH:38][C:37]=1[N:51]1[N:60]=[CH:59][C:58]2[C:53](=[C:54]([F:65])[CH:55]=[C:56]([C:61]([CH3:64])([CH3:63])[CH3:62])[CH:57]=2)[C:52]1=[O:66])(=O)C.CC(C1C=C(C(C)C)C(C2C=CC=CC=2P(C2CCCCC2)C2CCCCC2)=C(C(C)C)C=1)C.[O-]P([O-])([O-])=O.[K+].[K+].[K+].[OH-].[Na+]. The catalyst is C(O)CCC.C1COCC1.C1C=CC(/C=C/C(/C=C/C2C=CC=CC=2)=O)=CC=1.C1C=CC(/C=C/C(/C=C/C2C=CC=CC=2)=O)=CC=1.[Pd].O. The product is [C:61]([C:56]1[CH:57]=[C:58]2[C:53](=[C:54]([F:65])[CH:55]=1)[C:52](=[O:66])[N:51]([C:37]1[CH:38]=[CH:39][CH:40]=[C:41]([C:23]3[CH:24]=[C:19]([NH:18][C:15]4[CH:14]=[CH:13][C:12]([O:11][CH2:10][C@@H:9]([O:8][Si:1]([C:4]([CH3:7])([CH3:6])[CH3:5])([CH3:3])[CH3:2])[CH2:28][O:29][CH3:30])=[CH:17][N:16]=4)[C:20](=[O:27])[N:21]([CH3:26])[N:22]=3)[C:36]=1[CH2:35][OH:34])[N:60]=[CH:59]2)([CH3:64])([CH3:62])[CH3:63]. The yield is 0.750. (3) The reactants are Br[CH2:2][C:3]#[C:4][C:5]1[C:9]([C:10]([F:13])([F:12])[F:11])=[C:8]([C:14]2[CH:19]=[CH:18][CH:17]=[CH:16][CH:15]=2)[O:7][N:6]=1.[Br:20][C:21]1[CH:28]=[CH:27][C:24]([CH:25]=[O:26])=[C:23]([OH:29])[CH:22]=1.C(=O)([O-])[O-].[K+].[K+]. The catalyst is CN(C)C=O.C(OCC)(=O)C. The product is [Br:20][C:21]1[CH:28]=[CH:27][C:24]([CH:25]=[O:26])=[C:23]([O:29][CH2:2][C:3]#[C:4][C:5]2[C:9]([C:10]([F:13])([F:12])[F:11])=[C:8]([C:14]3[CH:19]=[CH:18][CH:17]=[CH:16][CH:15]=3)[O:7][N:6]=2)[CH:22]=1. The yield is 0.750. (4) The reactants are C[O:2][C:3]([C:5]1[CH:10]=[CH:9][CH:8]=[C:7]([O:11][CH3:12])[N:6]=1)=O.[BH4-].[Na+]. The catalyst is CO. The product is [CH3:12][O:11][C:7]1[N:6]=[C:5]([CH2:3][OH:2])[CH:10]=[CH:9][CH:8]=1. The yield is 0.300. (5) The reactants are C([O:3][C:4]([C@H:6]1[CH2:11][CH2:10][C@H:9]([N:12]2[C:16]([CH3:17])=[CH:15][C:14]([CH3:18])=[N:13]2)[CH2:8][CH2:7]1)=[O:5])C.[OH-].[Na+].Cl. The catalyst is O1CCOCC1. The product is [CH3:18][C:14]1[CH:15]=[C:16]([CH3:17])[N:12]([C@H:9]2[CH2:10][CH2:11][C@H:6]([C:4]([OH:5])=[O:3])[CH2:7][CH2:8]2)[N:13]=1. The yield is 0.810. (6) The reactants are [Cl:1][C:2]1[C:3]([NH:22][C@@H:23]2[CH2:28][CH2:27][CH2:26][CH2:25][C@H:24]2[NH:29][C:30](=[O:35])C(F)(F)F)=[N:4][C:5]([NH:8][C:9]2[CH:21]=[CH:20][C:12]3[CH2:13][CH2:14][N:15]([CH2:18][CH3:19])[CH2:16][CH2:17][C:11]=3[CH:10]=2)=[N:6][CH:7]=1.C(=O)([O-])[O-].[K+].[K+].[CH2:42]([N:44](CC)[CH2:45]C)C.CN(C)C(Cl)=O. The catalyst is CO.ClCCl.CN(C=O)C. The product is [Cl:1][C:2]1[C:3]([NH:22][C@@H:23]2[CH2:28][CH2:27][CH2:26][CH2:25][C@H:24]2[NH:29][C:30](=[O:35])[N:44]([CH3:45])[CH3:42])=[N:4][C:5]([NH:8][C:9]2[CH:21]=[CH:20][C:12]3[CH2:13][CH2:14][N:15]([CH2:18][CH3:19])[CH2:16][CH2:17][C:11]=3[CH:10]=2)=[N:6][CH:7]=1. The yield is 0.700. (7) The reactants are I[C:2]1[CH:3]=[C:4]([CH:9]=[CH:10][C:11]=1[CH3:12])[C:5]([O:7][CH3:8])=[O:6].[CH:13]([O:15]CCCC)=[CH2:14].C1(P(C2C=CC=CC=2)CCCP(C2C=CC=CC=2)C2C=CC=CC=2)C=CC=CC=1.Cl. The catalyst is CS(C)=O.CC([O-])=O.CC([O-])=O.[Pd+2]. The product is [C:13]([C:2]1[CH:3]=[C:4]([CH:9]=[CH:10][C:11]=1[CH3:12])[C:5]([O:7][CH3:8])=[O:6])(=[O:15])[CH3:14]. The yield is 0.460. (8) The yield is 1.00. The reactants are C(OC(=O)[NH:7][C@H:8]([C:10]1[CH:15]=[CH:14][CH:13]=[C:12]([N:16]2[CH2:21][CH2:20][O:19][CH:18]([CH3:22])[CH2:17]2)[CH:11]=1)[CH3:9])(C)(C)C.[ClH:24]. The catalyst is CO. The product is [ClH:24].[CH3:22][CH:18]1[O:19][CH2:20][CH2:21][N:16]([C:12]2[CH:11]=[C:10]([C@@H:8]([NH2:7])[CH3:9])[CH:15]=[CH:14][CH:13]=2)[CH2:17]1.